From a dataset of Reaction yield outcomes from USPTO patents with 853,638 reactions. Predict the reaction yield, written as a fraction of the theoretical maximum amount of product (1.0 means a 100% yield; for example, 0.34 means a 34% yield). (1) The catalyst is CN(C)C=O.O. The yield is 0.360. The reactants are [CH2:1]([O:3][C:4](=[O:22])[C:5]([C:7]1[CH:12]=[CH:11][C:10](O[Si](C(C)(C)C)(C)C)=[CH:9][C:8]=1[OH:21])=O)[CH3:2].Cl[CH2:24][C:25]([C:27]1[CH:32]=[CH:31][C:30]([Cl:33])=[CH:29][C:28]=1[Cl:34])=[O:26].C(=O)([O-])[O-:36].[K+].[K+].C(OCC)(=O)C. The product is [CH2:1]([O:3][C:4]([C:5]1[C:7]2[C:8]([OH:21])=[CH:9][CH:10]=[CH:11][C:12]=2[O:36][C:24]=1[C:25](=[O:26])[C:27]1[CH:32]=[CH:31][C:30]([Cl:33])=[CH:29][C:28]=1[Cl:34])=[O:22])[CH3:2]. (2) The reactants are C[Si](C)(C)N[Si](C)(C)C.C([Li])CCC.[Cl:15][C:16]1[CH:17]=[C:18]([C@@H:26]([CH2:40][CH:41]2[CH2:45]CC[CH2:42]2)[C:27](NC2C=CN(CCC(O)=O)N=2)=[O:28])[CH:19]=[CH:20][C:21]=1[S:22]([CH3:25])(=O)=O.ICC1[CH2:51][O:50]C1.CN1CCCN(C)C1=[O:60]. The catalyst is O1CCCC1.C(OCC)(=O)C. The product is [CH3:51][O:50][C:27](=[O:28])[CH:26]([C:18]1[CH:19]=[CH:20][C:21]([S:22][CH3:25])=[C:16]([Cl:15])[CH:17]=1)[CH2:40][CH:41]1[CH2:42][O:60][CH2:45]1. The yield is 0.700. (3) The reactants are Br[C:2]1[C:3]([O:12][CH3:13])=[CH:4][C:5]([O:10][CH3:11])=[C:6]([CH:9]=1)[CH:7]=[O:8].[S:14]1[C:18](B(O)O)=[CH:17][C:16]2[CH:22]=[CH:23][CH:24]=[CH:25][C:15]1=2. The catalyst is C1COCC1. The product is [S:14]1[C:18]([C:2]2[C:3]([O:12][CH3:13])=[CH:4][C:5]([O:10][CH3:11])=[C:6]([CH:9]=2)[CH:7]=[O:8])=[CH:17][C:16]2[CH:22]=[CH:23][CH:24]=[CH:25][C:15]1=2. The yield is 0.970. (4) The reactants are [C:1]([O:5][C:6](=[O:37])[N:7]([C:16]1[S:17][C@:18]2([CH2:33][N:34]=[N+:35]=[N-:36])[C@H:20]([C@:21]([C:25]3[CH:30]=[C:29]([Br:31])[CH:28]=[CH:27][C:26]=3[F:32])([CH2:23][F:24])[N:22]=1)[CH2:19]2)[CH2:8][O:9][CH2:10][CH2:11][Si:12]([CH3:15])([CH3:14])[CH3:13])([CH3:4])([CH3:3])[CH3:2].[C:38]([Mg]Br)#[C:39][CH3:40]. The catalyst is CC(OC)(C)C. The product is [C:1]([O:5][C:6](=[O:37])[N:7]([C:16]1[S:17][C@:18]2([CH2:33][N:34]3[CH:38]=[C:39]([CH3:40])[N:36]=[N:35]3)[C@H:20]([C@:21]([C:25]3[CH:30]=[C:29]([Br:31])[CH:28]=[CH:27][C:26]=3[F:32])([CH2:23][F:24])[N:22]=1)[CH2:19]2)[CH2:8][O:9][CH2:10][CH2:11][Si:12]([CH3:13])([CH3:15])[CH3:14])([CH3:4])([CH3:2])[CH3:3]. The yield is 0.840. (5) The catalyst is CC(OC(C)=O)=O.CC(O)=O. The reactants are [CH3:1][O:2][C:3]([C:5]1([C:8]2[CH:13]=[CH:12][C:11]([O:14][CH3:15])=[CH:10][CH:9]=2)[CH2:7][CH2:6]1)=[O:4].[N+:16]([O-])([OH:18])=[O:17].Cl. The yield is 0.980. The product is [CH3:1][O:2][C:3]([C:5]1([C:8]2[CH:9]=[CH:10][C:11]([O:14][CH3:15])=[C:12]([N+:16]([O-:18])=[O:17])[CH:13]=2)[CH2:6][CH2:7]1)=[O:4]. (6) The reactants are C1(C(C2C=CC=CC=2)[N:8]2[C:16]3[C:11](=[N:12][CH:13]=[CH:14][CH:15]=3)[C:10]3([C:28]4[C:19](=[CH:20][C:21]5[O:26][CH2:25][CH2:24][O:23][C:22]=5[CH:27]=4)[O:18][CH2:17]3)[C:9]2=[O:29])C=CC=CC=1.C1(C(C2C=CC=CC=2)N2C3=NC=CC=C3C3(C4C(=CC5OCCOC=5C=4)OC3)C2=O)C=CC=CC=1. No catalyst specified. The product is [NH:8]1[C:16]2[C:11](=[N:12][CH:13]=[CH:14][CH:15]=2)[C:10]2([C:28]3[C:19](=[CH:20][C:21]4[O:26][CH2:25][CH2:24][O:23][C:22]=4[CH:27]=3)[O:18][CH2:17]2)[C:9]1=[O:29]. The yield is 0.230. (7) The reactants are Cl.[NH:2]1[CH2:5][CH:4]([OH:6])[CH2:3]1.[C:7](O[C:7]([O:9][C:10]([CH3:13])([CH3:12])[CH3:11])=[O:8])([O:9][C:10]([CH3:13])([CH3:12])[CH3:11])=[O:8].C(=O)(O)[O-].[Na+].O. The catalyst is O1CCOCC1. The product is [OH:6][CH:4]1[CH2:5][N:2]([C:7]([O:9][C:10]([CH3:13])([CH3:12])[CH3:11])=[O:8])[CH2:3]1. The yield is 0.810.